This data is from Catalyst prediction with 721,799 reactions and 888 catalyst types from USPTO. The task is: Predict which catalyst facilitates the given reaction. (1) Reactant: [NH:1]1[C:5]2=[CH:6][N:7]=[CH:8][CH:9]=[C:4]2[CH:3]=[CH:2]1.[C:10]([O:14][C:15](O[C:15]([O:14][C:10]([CH3:13])([CH3:12])[CH3:11])=[O:16])=[O:16])([CH3:13])([CH3:12])[CH3:11]. Product: [N:1]1([C:15]([O:14][C:10]([CH3:13])([CH3:12])[CH3:11])=[O:16])[C:5]2=[CH:6][N:7]=[CH:8][CH:9]=[C:4]2[CH:3]=[CH:2]1. The catalyst class is: 1. (2) Reactant: [Cl:1][C:2]1[C:3]([O:12][C:13]2[CH:18]=[C:17]([O:19][CH2:20][CH2:21][O:22][CH3:23])[CH:16]=[CH:15][C:14]=2/[CH:24]=[CH:25]/[C:26]([OH:28])=O)=[N:4][CH:5]=[C:6]([C:8]([F:11])([F:10])[F:9])[CH:7]=1.Cl.C(N=C=NCCCN(C)C)C.[Cl:41][C:42]1[CH:47]=[CH:46][CH:45]=[CH:44][C:43]=1[S:48]([NH2:51])(=[O:50])=[O:49].Cl. Product: [Cl:41][C:42]1[CH:47]=[CH:46][CH:45]=[CH:44][C:43]=1[S:48]([NH:51][C:26](=[O:28])/[CH:25]=[CH:24]/[C:14]1[CH:15]=[CH:16][C:17]([O:19][CH2:20][CH2:21][O:22][CH3:23])=[CH:18][C:13]=1[O:12][C:3]1[C:2]([Cl:1])=[CH:7][C:6]([C:8]([F:11])([F:10])[F:9])=[CH:5][N:4]=1)(=[O:50])=[O:49]. The catalyst class is: 766. (3) Reactant: C[O:2][C:3](=[O:44])[C@H:4]([OH:43])[CH2:5][NH:6][C:7](=[O:42])[C:8]1[CH:13]=[CH:12][C:11]([CH:14]([NH:27][C:28]([NH:30][C:31]2[CH:36]=[CH:35][C:34]([S:37][C:38]([F:41])([F:40])[F:39])=[CH:33][CH:32]=2)=[O:29])[C:15]2[CH:20]=[CH:19][C:18]([CH:21]3[CH2:26][CH2:25][CH2:24][CH2:23][CH2:22]3)=[CH:17][CH:16]=2)=[CH:10][CH:9]=1.[OH-].[Na+]. Product: [CH:21]1([C:18]2[CH:17]=[CH:16][C:15]([CH:14]([NH:27][C:28]([NH:30][C:31]3[CH:36]=[CH:35][C:34]([S:37][C:38]([F:41])([F:39])[F:40])=[CH:33][CH:32]=3)=[O:29])[C:11]3[CH:12]=[CH:13][C:8]([C:7]([NH:6][CH2:5][C@@H:4]([OH:43])[C:3]([OH:44])=[O:2])=[O:42])=[CH:9][CH:10]=3)=[CH:20][CH:19]=2)[CH2:26][CH2:25][CH2:24][CH2:23][CH2:22]1. The catalyst class is: 8. (4) Reactant: [CH:1]([C:4]1[S:5][CH:6]=[C:7]([C:9]([N:11]2[CH2:16][C:15]3([CH2:21][CH2:20][N:19]([CH2:22][CH2:23][C:24]4[CH:25]=[C:26]([CH:35]=[CH:36][CH:37]=4)[CH2:27][CH2:28][O:29][CH2:30][CH2:31][C:32](O)=[O:33])[CH2:18][CH2:17]3)[O:14][CH2:13][CH2:12]2)=[O:10])[N:8]=1)([CH3:3])[CH3:2].CCN(C(C)C)C(C)C.[CH3:47][O:48][CH:49]([O:56][CH3:57])[CH2:50][NH:51][CH2:52][CH2:53][CH2:54][CH3:55].CN(C(ON1N=NC2C=CC=NC1=2)=[N+](C)C)C.F[P-](F)(F)(F)(F)F. Product: [CH2:52]([N:51]([CH2:50][CH:49]([O:48][CH3:47])[O:56][CH3:57])[C:32](=[O:33])[CH2:31][CH2:30][O:29][CH2:28][CH2:27][C:26]1[CH:35]=[CH:36][CH:37]=[C:24]([CH2:23][CH2:22][N:19]2[CH2:20][CH2:21][C:15]3([O:14][CH2:13][CH2:12][N:11]([C:9]([C:7]4[N:8]=[C:4]([CH:1]([CH3:2])[CH3:3])[S:5][CH:6]=4)=[O:10])[CH2:16]3)[CH2:17][CH2:18]2)[CH:25]=1)[CH2:53][CH2:54][CH3:55]. The catalyst class is: 46. (5) Reactant: [Cl:1][C:2]1[CH:7]=[CH:6][C:5]([NH:8][C:9]2[N:17]=[C:16]([NH:18][NH2:19])[N:15]=[C:14]3[C:10]=2[N:11]=[CH:12][N:13]3[CH3:20])=[CH:4][CH:3]=1.CO[CH:23](OC)[CH2:24][C:25](=O)[CH3:26].O. Product: [Cl:1][C:2]1[CH:7]=[CH:6][C:5]([NH:8][C:9]2[N:17]=[C:16]([N:18]3[CH:23]=[CH:24][C:25]([CH3:26])=[N:19]3)[N:15]=[C:14]3[C:10]=2[N:11]=[CH:12][N:13]3[CH3:20])=[CH:4][CH:3]=1. The catalyst class is: 8. (6) Reactant: C(OC([N:8]1[C:12]2[CH:13]=[CH:14][CH:15]=[CH:16][C:11]=2[N:10]=[C:9]1[C:17]1[CH:22]=[C:21]([N:23]2[CH2:28][CH2:27][N:26](C(OC(C)(C)C)=O)[CH2:25][CH2:24]2)[CH:20]=[CH:19][C:18]=1[F:36])=O)(C)(C)C.Cl. Product: [F:36][C:18]1[CH:19]=[CH:20][C:21]([N:23]2[CH2:28][CH2:27][NH:26][CH2:25][CH2:24]2)=[CH:22][C:17]=1[C:9]1[NH:8][C:12]2[CH:13]=[CH:14][CH:15]=[CH:16][C:11]=2[N:10]=1. The catalyst class is: 158. (7) Reactant: [CH:1](=O)[CH2:2][CH:3]([CH3:5])[CH3:4].[NH2:7][CH2:8][CH:9]1[CH2:18][CH2:17][CH2:16][C:15]2[CH:14]=[C:13]([O:19][C:20]3[CH:28]=[CH:27][C:23]([C:24]([NH2:26])=[O:25])=[CH:22][N:21]=3)[CH:12]=[CH:11][C:10]1=2.[BH4-].[Na+]. Product: [CH3:4][CH:3]([CH3:5])[CH2:2][CH2:1][NH:7][CH2:8][CH:9]1[CH2:18][CH2:17][CH2:16][C:15]2[CH:14]=[C:13]([O:19][C:20]3[CH:28]=[CH:27][C:23]([C:24]([NH2:26])=[O:25])=[CH:22][N:21]=3)[CH:12]=[CH:11][C:10]1=2. The catalyst class is: 5. (8) Product: [CH2:17]([O:16][C:13]1[CH:12]=[CH:11][C:10]([CH2:9][CH:8]([O:24][CH2:25][CH3:26])[C:7]([OH:27])=[O:6])=[CH:15][CH:14]=1)[C:18]1[CH:23]=[CH:22][CH:21]=[CH:20][CH:19]=1. The catalyst class is: 127. Reactant: O.[OH-].[Li+].C([O:6][C:7](=[O:27])[CH:8]([O:24][CH2:25][CH3:26])[CH2:9][C:10]1[CH:15]=[CH:14][C:13]([O:16][CH2:17][C:18]2[CH:23]=[CH:22][CH:21]=[CH:20][CH:19]=2)=[CH:12][CH:11]=1)C.